This data is from Forward reaction prediction with 1.9M reactions from USPTO patents (1976-2016). The task is: Predict the product of the given reaction. (1) Given the reactants [CH3:1][O:2][C:3]1[CH:24]=[CH:23][C:6]([CH2:7][N:8]2[CH:17]=[C:16]3[C:10]([CH2:11][CH:12]([CH3:22])[CH2:13][C:14]4[S:20][C:19]([NH2:21])=[N:18][C:15]=43)=[N:9]2)=[CH:5][CH:4]=1.Cl[C:26]1[N:31]=[C:30]([CH3:32])[CH:29]=[CH:28][N:27]=1.CC1(C)C2C(=C(P(C3C=CC=CC=3)C3C=CC=CC=3)C=CC=2)OC2C(P(C3C=CC=CC=3)C3C=CC=CC=3)=CC=CC1=2.C([O-])([O-])=O.[Cs+].[Cs+], predict the reaction product. The product is: [CH3:1][O:2][C:3]1[CH:4]=[CH:5][C:6]([CH2:7][N:8]2[CH:17]=[C:16]3[C:10]([CH2:11][CH:12]([CH3:22])[CH2:13][C:14]4[S:20][C:19]([NH:21][C:26]5[N:31]=[C:30]([CH3:32])[CH:29]=[CH:28][N:27]=5)=[N:18][C:15]=43)=[N:9]2)=[CH:23][CH:24]=1. (2) Given the reactants [F:1][C:2]([F:12])([F:11])[C:3]1[CH:4]=[C:5]([NH:9][NH2:10])[CH:6]=[CH:7][CH:8]=1.[F:13][C:14]([F:25])([F:24])[C:15](O[C:15](=[O:16])[C:14]([F:25])([F:24])[F:13])=[O:16], predict the reaction product. The product is: [F:1][C:2]([F:11])([F:12])[C:3]1[CH:4]=[C:5]([NH:9][NH:10][C:15](=[O:16])[C:14]([F:25])([F:24])[F:13])[CH:6]=[CH:7][CH:8]=1. (3) Given the reactants [C:1]12([C:9]3[C:18]4[NH:17][CH2:16][CH2:15][CH2:14][C:13]=4[NH:12][C:11](=O)[CH:10]=3)[CH2:8][CH2:7][C:4]([CH:5]=[CH:6]1)=[CH:3][CH2:2]2.CN(C=O)C.S(Cl)([Cl:27])=O, predict the reaction product. The product is: [Cl:27][C:11]1[N:12]=[C:13]2[C:18](=[C:9]([C:1]34[CH2:8][CH2:7][C:4]([CH:5]=[CH:6]3)=[CH:3][CH2:2]4)[CH:10]=1)[NH:17][CH2:16][CH2:15][CH2:14]2.